Predict which catalyst facilitates the given reaction. From a dataset of Catalyst prediction with 721,799 reactions and 888 catalyst types from USPTO. Reactant: [CH2:1]([C:3]1[CH:8]=[C:7]([CH3:9])[CH:6]=[C:5]([CH2:10][CH3:11])[C:4]=1[C:12]1[C:13](=[O:28])[N:14]([CH3:27])[N:15]=[C:16]([OH:26])[C:17]=1[O:18][CH2:19][C:20]1[CH:25]=[CH:24][CH:23]=[CH:22][CH:21]=1)[CH3:2].I[CH2:30]CC.C(=O)([O-])[O-].[Cs+].[Cs+]. Product: [CH2:1]([C:3]1[CH:8]=[C:7]([CH3:9])[CH:6]=[C:5]([CH2:10][CH3:11])[C:4]=1[C:12]1[C:13](=[O:28])[N:14]([CH3:27])[N:15]=[C:16]([O:26][CH3:30])[C:17]=1[O:18][CH2:19][C:20]1[CH:25]=[CH:24][CH:23]=[CH:22][CH:21]=1)[CH3:2]. The catalyst class is: 21.